This data is from Forward reaction prediction with 1.9M reactions from USPTO patents (1976-2016). The task is: Predict the product of the given reaction. (1) Given the reactants [OH:1][C@H:2]1[CH2:7][CH2:6][C@H:5]([N:8]2[C:13](=[O:14])[C:12]([CH2:15][C:16]3[CH:21]=[CH:20][C:19]([C:22]4[C:23]([C:28]#[N:29])=[CH:24][CH:25]=[CH:26][CH:27]=4)=[CH:18][CH:17]=3)=[C:11]([CH2:30][CH2:31][CH3:32])[N:10]3[N:33]=[C:34]([CH3:36])[N:35]=[C:9]23)[CH2:4][CH2:3]1.[CH3:37][S:38]([CH3:40])=O.C(OC(=O)C)(=O)C, predict the reaction product. The product is: [CH3:36][C:34]1[N:35]=[C:9]2[N:8]([C@H:5]3[CH2:6][CH2:7][C@H:2]([O:1][CH2:37][S:38][CH3:40])[CH2:3][CH2:4]3)[C:13](=[O:14])[C:12]([CH2:15][C:16]3[CH:21]=[CH:20][C:19]([C:22]4[C:23]([C:28]#[N:29])=[CH:24][CH:25]=[CH:26][CH:27]=4)=[CH:18][CH:17]=3)=[C:11]([CH2:30][CH2:31][CH3:32])[N:10]2[N:33]=1. (2) Given the reactants [F:1][C:2]1[CH:7]=[C:6]([OH:8])[CH:5]=[CH:4][C:3]=1[C:9]1[N:13]=[C:12]([C:14]2[CH:15]=[CH:16][C:17]([O:22][CH:23]([CH3:25])[CH3:24])=[C:18]([CH:21]=2)[C:19]#[N:20])[O:11][N:10]=1.C(=O)([O-])[O-].[K+].[K+].Br[CH2:33][CH2:34][CH2:35][C:36]([O:38][CH2:39][CH3:40])=[O:37], predict the reaction product. The product is: [C:19]([C:18]1[CH:21]=[C:14]([C:12]2[O:11][N:10]=[C:9]([C:3]3[CH:4]=[CH:5][C:6]([O:8][CH2:33][CH2:34][CH2:35][C:36]([O:38][CH2:39][CH3:40])=[O:37])=[CH:7][C:2]=3[F:1])[N:13]=2)[CH:15]=[CH:16][C:17]=1[O:22][CH:23]([CH3:25])[CH3:24])#[N:20]. (3) Given the reactants [Cl:1][C:2]1[N:7]=[CH:6][N:5]=[C:4]([C:8](=[O:10])[CH3:9])[CH:3]=1.[BH4-].[Na+], predict the reaction product. The product is: [Cl:1][C:2]1[N:7]=[CH:6][N:5]=[C:4]([CH:8]([OH:10])[CH3:9])[CH:3]=1. (4) Given the reactants [Br:1][C:2]1[CH:3]=[CH:4][C:5]([NH:8][C:9]2[N:14]=[CH:13][C:12]([CH:15]3[O:20][CH2:19][CH2:18][N:17](C(OC(C)(C)C)=O)[CH2:16]3)=[CH:11][C:10]=2[CH3:28])=[N:6][CH:7]=1.FC(F)(F)C(O)=O.CCOC(C)=O.C1COCC1, predict the reaction product. The product is: [Br:1][C:2]1[CH:3]=[CH:4][C:5]([NH:8][C:9]2[C:10]([CH3:28])=[CH:11][C:12]([CH:15]3[O:20][CH2:19][CH2:18][NH:17][CH2:16]3)=[CH:13][N:14]=2)=[N:6][CH:7]=1.